This data is from Full USPTO retrosynthesis dataset with 1.9M reactions from patents (1976-2016). The task is: Predict the reactants needed to synthesize the given product. (1) Given the product [CH2:59]([O:58][P:54]([CH2:53][CH2:52][NH:51][C:26](=[O:27])[CH2:25][CH2:24][C:23]([CH3:29])=[CH:22][CH2:21][C:4]1[C:5]([O:14][CH2:15][CH2:16][Si:17]([CH3:19])([CH3:18])[CH3:20])=[C:6]2[C:10](=[C:11]([CH3:12])[C:3]=1[O:2][CH3:1])[CH2:9][O:8][C:7]2=[O:13])(=[O:61])[O:55][CH2:56][CH3:57])[CH3:60], predict the reactants needed to synthesize it. The reactants are: [CH3:1][O:2][C:3]1[C:11]([CH3:12])=[C:10]2[C:6]([C:7](=[O:13])[O:8][CH2:9]2)=[C:5]([O:14][CH2:15][CH2:16][Si:17]([CH3:20])([CH3:19])[CH3:18])[C:4]=1[CH2:21][CH:22]=[C:23]([CH3:29])[CH2:24][CH2:25][C:26](O)=[O:27].ClC(OCC(C)C)=O.C(N(CC)CC)C.C(O)(=O)C(O)=O.[NH2:51][CH2:52][CH2:53][P:54](=[O:61])([O:58][CH2:59][CH3:60])[O:55][CH2:56][CH3:57]. (2) Given the product [O:7]1[C:11]2([CH2:16][CH2:15][CH:14]([OH:17])[CH2:13][CH2:12]2)[O:10][CH2:9][CH2:8]1, predict the reactants needed to synthesize it. The reactants are: [H-].[H-].[H-].[H-].[Li+].[Al+3].[O:7]1[C:11]2([CH2:16][CH2:15][C:14](=[O:17])[CH2:13][CH2:12]2)[O:10][CH2:9][CH2:8]1.O.O.O.O.O.O.O.O.O.O.S([O-])([O-])(=O)=O.[Na+].[Na+]. (3) Given the product [CH:37]([C:39]1[CH:44]=[CH:43][CH:42]=[CH:41][C:40]=1[C:2]1[CH:3]=[CH:4][C:5]([C:8]2([OH:36])[CH2:13][CH2:12][CH:11]([NH:14][C@H:15]3[CH2:19][CH2:18][N:17]([C:20](=[O:35])[CH2:21][NH:22][C:23](=[O:34])[C:24]4[CH:29]=[CH:28][CH:27]=[C:26]([C:30]([F:32])([F:31])[F:33])[CH:25]=4)[CH2:16]3)[CH2:10][CH2:9]2)=[N:6][CH:7]=1)=[O:38], predict the reactants needed to synthesize it. The reactants are: Br[C:2]1[CH:3]=[CH:4][C:5]([C:8]2([OH:36])[CH2:13][CH2:12][CH:11]([NH:14][C@H:15]3[CH2:19][CH2:18][N:17]([C:20](=[O:35])[CH2:21][NH:22][C:23](=[O:34])[C:24]4[CH:29]=[CH:28][CH:27]=[C:26]([C:30]([F:33])([F:32])[F:31])[CH:25]=4)[CH2:16]3)[CH2:10][CH2:9]2)=[N:6][CH:7]=1.[CH:37]([C:39]1[CH:44]=[CH:43][CH:42]=[CH:41][C:40]=1B(O)O)=[O:38].N#N.ClCCl. (4) Given the product [F:17][C:18]1[CH:23]=[CH:22][C:21]([C:24]2[N:25]=[C:26]([CH:46]([CH3:48])[CH3:47])[N:27]([CH:42]=[CH:43][CH:44]([OH:45])[CH2:7][C:5](=[O:6])[CH2:4][C:3]([O:9][CH2:10][CH3:11])=[O:8])[C:28]=2[C:29]2[CH:34]=[CH:33][N:32]=[C:31]([NH:35][C:36]3[CH:41]=[CH:40][CH:39]=[CH:38][CH:37]=3)[N:30]=2)=[CH:20][CH:19]=1, predict the reactants needed to synthesize it. The reactants are: [H-].[Na+].[C:3]([O:9][CH2:10][CH3:11])(=[O:8])[CH2:4][C:5]([CH3:7])=[O:6].C([Li])CCC.[F:17][C:18]1[CH:23]=[CH:22][C:21]([C:24]2[N:25]=[C:26]([CH:46]([CH3:48])[CH3:47])[N:27](/[CH:42]=[CH:43]/[CH:44]=[O:45])[C:28]=2[C:29]2[CH:34]=[CH:33][N:32]=[C:31]([NH:35][C:36]3[CH:41]=[CH:40][CH:39]=[CH:38][CH:37]=3)[N:30]=2)=[CH:20][CH:19]=1. (5) Given the product [CH2:14]([O:21][C:22]1[C:31]([CH:32]([CH3:34])[CH3:33])=[CH:30][C:25]([C:26]([O:28][CH3:29])=[O:27])=[C:24]([O:12][CH3:13])[CH:23]=1)[C:15]1[CH:20]=[CH:19][CH:18]=[CH:17][CH:16]=1, predict the reactants needed to synthesize it. The reactants are: C(=O)([O-])[O-].[K+].[K+].S([O:12][CH3:13])(OC)(=O)=O.[CH2:14]([O:21][C:22]1[C:31]([CH:32]([CH3:34])[CH3:33])=[CH:30][C:25]([C:26]([O:28][CH3:29])=[O:27])=[C:24](O)[CH:23]=1)[C:15]1[CH:20]=[CH:19][CH:18]=[CH:17][CH:16]=1. (6) Given the product [CH2:23]([O:35][C:34]([C:40]1[C:2](=[O:11])[N:1]([CH2:18][C:17]2[CH:20]=[CH:21][CH:22]=[C:15]([F:14])[CH:16]=2)[C:6]2[CH:7]=[CH:8][S:9][C:5]=2[C:4]=1[OH:10])=[O:37])[CH3:24], predict the reactants needed to synthesize it. The reactants are: [NH:1]1[C:6]2[CH:7]=[CH:8][S:9][C:5]=2[C:4](=[O:10])O[C:2]1=[O:11].[H-].[Na+].[F:14][C:15]1[CH:16]=[C:17]([CH:20]=[CH:21][CH:22]=1)[CH2:18]Br.[CH2:23](C(CC)(C([O-])=O)C([O-])=O)[CH3:24].[C:34](=[O:37])([O-])[O-:35].[K+].[K+].[CH3:40]N(C=O)C.